From a dataset of NCI-60 drug combinations with 297,098 pairs across 59 cell lines. Regression. Given two drug SMILES strings and cell line genomic features, predict the synergy score measuring deviation from expected non-interaction effect. Drug 1: CN1C(=O)N2C=NC(=C2N=N1)C(=O)N. Drug 2: C1CC(=O)NC(=O)C1N2C(=O)C3=CC=CC=C3C2=O. Cell line: HCT116. Synergy scores: CSS=0.635, Synergy_ZIP=9.05, Synergy_Bliss=12.8, Synergy_Loewe=6.12, Synergy_HSA=4.85.